This data is from Peptide-MHC class II binding affinity with 134,281 pairs from IEDB. The task is: Regression. Given a peptide amino acid sequence and an MHC pseudo amino acid sequence, predict their binding affinity value. This is MHC class II binding data. (1) The peptide sequence is LLTSGMVIFFMSPKGK. The MHC is DRB3_0301 with pseudo-sequence DRB3_0301. The binding affinity (normalized) is 0.524. (2) The peptide sequence is GTSDEFPHSNGEIED. The MHC is HLA-DQA10501-DQB10302 with pseudo-sequence HLA-DQA10501-DQB10302. The binding affinity (normalized) is 0.152. (3) The peptide sequence is MSIYVYALPLKMLNI. The MHC is DRB1_0101 with pseudo-sequence DRB1_0101. The binding affinity (normalized) is 0.762. (4) The binding affinity (normalized) is 0.203. The MHC is HLA-DPA10201-DPB10101 with pseudo-sequence HLA-DPA10201-DPB10101. The peptide sequence is LKDEAYFAANAAAQA. (5) The peptide sequence is KQAYAATVATAPEVK. The MHC is DRB1_1101 with pseudo-sequence DRB1_1101. The binding affinity (normalized) is 0.333. (6) The peptide sequence is DQAMEDIKQMEAESI. The MHC is HLA-DQA10102-DQB10602 with pseudo-sequence HLA-DQA10102-DQB10602. The binding affinity (normalized) is 0.343.